This data is from Reaction yield outcomes from USPTO patents with 853,638 reactions. The task is: Predict the reaction yield, written as a fraction of the theoretical maximum amount of product (1.0 means a 100% yield; for example, 0.34 means a 34% yield). (1) The reactants are [Cl:1][C:2]1[CH:7]=[CH:6][C:5]([C:8]([C:21]2[CH:22]=[C:23]3[C:28](=[CH:29][CH:30]=2)[N:27]([CH3:31])[C:26](=[O:32])[CH:25]=[C:24]3[C:33]2[CH:38]=[CH:37][CH:36]=[CH:35][CH:34]=2)([OH:20])[C:9]2[N:10]=[CH:11][N:12](S(N(C)C)(=O)=[O:15])[CH:13]=2)=[CH:4][CH:3]=1.N. The catalyst is Cl.O.CO. The product is [OH2:15].[Cl:1][C:2]1[CH:7]=[CH:6][C:5]([C:8]([OH:20])([C:9]2[N:10]=[CH:11][NH:12][CH:13]=2)[C:21]2[CH:22]=[C:23]3[C:28](=[CH:29][CH:30]=2)[N:27]([CH3:31])[C:26](=[O:32])[CH:25]=[C:24]3[C:33]2[CH:38]=[CH:37][CH:36]=[CH:35][CH:34]=2)=[CH:4][CH:3]=1. The yield is 0.483. (2) The yield is 0.560. The reactants are [C:1]([C:3]1([NH:6][C:7]([C@@H:9]2[CH2:13][C@@H:12]([S:14]([C:17]3[CH:22]=[CH:21][CH:20]=[C:19]([C:23]([F:26])([F:25])[F:24])[CH:18]=3)(=[O:16])=[O:15])[CH2:11][NH:10]2)=[O:8])[CH2:5][CH2:4]1)#[N:2].Cl.[N:28]1([C:34]2([C:37](O)=[O:38])[CH2:36][CH2:35]2)[CH2:33][CH2:32][CH2:31][CH2:30][CH2:29]1. No catalyst specified. The product is [C:1]([C:3]1([NH:6][C:7]([C@@H:9]2[CH2:13][C@@H:12]([S:14]([C:17]3[CH:22]=[CH:21][CH:20]=[C:19]([C:23]([F:26])([F:24])[F:25])[CH:18]=3)(=[O:16])=[O:15])[CH2:11][N:10]2[C:37]([C:34]2([N:28]3[CH2:33][CH2:32][CH2:31][CH2:30][CH2:29]3)[CH2:35][CH2:36]2)=[O:38])=[O:8])[CH2:4][CH2:5]1)#[N:2]. (3) The reactants are [Cl:1][C:2]1[C:3]2[CH:10]=[CH:9][NH:8][C:4]=2[N:5]=[CH:6][N:7]=1.[I:11]N1C(=O)CCC1=O. The catalyst is CN(C=O)C. The product is [Cl:1][C:2]1[C:3]2[C:10]([I:11])=[CH:9][NH:8][C:4]=2[N:5]=[CH:6][N:7]=1. The yield is 0.746. (4) The reactants are Cl.[Cl:2][C:3]1[C:12]2[C:11](=[O:13])[NH:10][C@H:9]3[CH2:14][NH:15][CH2:16][C@@H:8]3[C:7]=2[CH:6]=[C:5]([CH2:17][CH3:18])[CH:4]=1.[CH3:19][C:20]([CH3:22])=O.[BH4-].[Na+].Cl. The catalyst is CO.CCOCC.O1CCOCC1. The yield is 0.600. The product is [ClH:2].[Cl:2][C:3]1[C:12]2[C:11](=[O:13])[NH:10][C@H:9]3[CH2:14][N:15]([CH:20]([CH3:22])[CH3:19])[CH2:16][C@@H:8]3[C:7]=2[CH:6]=[C:5]([CH2:17][CH3:18])[CH:4]=1. (5) The reactants are [CH3:1][Si](C=[N+]=[N-])(C)C.[C:8]([O:12][C:13]([N:15]1[CH2:34][CH2:33][C:18]2([N:22]=[C:21]([C:23]3[CH:28]=[CH:27][CH:26]=[C:25]([C:29]([OH:31])=[O:30])[CH:24]=3)[NH:20][C:19]2=[O:32])[CH2:17][CH2:16]1)=[O:14])([CH3:11])([CH3:10])[CH3:9]. The catalyst is CO. The product is [C:8]([O:12][C:13]([N:15]1[CH2:16][CH2:17][C:18]2([N:22]=[C:21]([C:23]3[CH:28]=[CH:27][CH:26]=[C:25]([C:29]([O:31][CH3:1])=[O:30])[CH:24]=3)[NH:20][C:19]2=[O:32])[CH2:33][CH2:34]1)=[O:14])([CH3:11])([CH3:9])[CH3:10]. The yield is 0.440. (6) The reactants are [F:1][C:2]1[CH:10]=[N:9][CH:8]=[CH:7][C:3]=1[C:4]([OH:6])=O.ClC1N=C(OC)N=C(OC)[N:13]=1.CN1CCOCC1.[Cl:29][C:30]1[C:31]([C:40]2[CH:45]=[CH:44][C:43](N)=[CH:42][CH:41]=2)=[CH:32][C:33]2[O:37][C:36]([CH3:38])=[N:35][C:34]=2[CH:39]=1.C([O-])(O)=O.[Na+].CC(=O)OCC. The catalyst is C(Cl)Cl. The product is [Cl:29][C:30]1[C:31]([C:40]2[CH:45]=[CH:44][CH:43]=[C:42]([NH:13][C:4]([C:3]3[CH:7]=[CH:8][N:9]=[CH:10][C:2]=3[F:1])=[O:6])[CH:41]=2)=[CH:32][C:33]2[O:37][C:36]([CH3:38])=[N:35][C:34]=2[CH:39]=1. The yield is 0.957. (7) The catalyst is C1COCC1. The reactants are C([O:3][C:4](=O)[CH2:5][N:6]1[CH:10]=[C:9]([C:11]2[CH:32]=[CH:31][C:14]3[C:15]4[N:16]=[C:17]([C:23]5[N:24]([CH:28]([CH3:30])[CH3:29])[N:25]=[CH:26][N:27]=5)[S:18][C:19]=4[CH2:20][CH2:21][O:22][C:13]=3[CH:12]=2)[CH:8]=[N:7]1)C.[H-].[H-].[H-].[H-].[Li+].[Al+3]. The yield is 0.430. The product is [CH:28]([N:24]1[C:23]([C:17]2[S:18][C:19]3[CH2:20][CH2:21][O:22][C:13]4[CH:12]=[C:11]([C:9]5[CH:8]=[N:7][N:6]([CH2:5][CH2:4][OH:3])[CH:10]=5)[CH:32]=[CH:31][C:14]=4[C:15]=3[N:16]=2)=[N:27][CH:26]=[N:25]1)([CH3:30])[CH3:29].